Dataset: Reaction yield outcomes from USPTO patents with 853,638 reactions. Task: Predict the reaction yield, written as a fraction of the theoretical maximum amount of product (1.0 means a 100% yield; for example, 0.34 means a 34% yield). (1) The reactants are Br.[NH2:2][C:3]1[C:8]([CH2:9]Br)=[CH:7][C:6]([Br:11])=[CH:5][N:4]=1.[CH3:12][NH2:13]. The catalyst is C1COCC1. The product is [NH2:2][C:3]1[C:8]([CH2:9][NH:13][CH3:12])=[CH:7][C:6]([Br:11])=[CH:5][N:4]=1. The yield is 0.800. (2) The reactants are Cl.[NH:2]1[CH2:5][CH:4]([C:6]2[CH:27]=[CH:26][C:9]3[C:10]4[N:14]([CH2:15][CH2:16][O:17][C:8]=3[CH:7]=2)[CH:13]=[C:12]([C:18]2[N:19]([CH:23]([CH3:25])[CH3:24])[N:20]=[CH:21][N:22]=2)[N:11]=4)[CH2:3]1.[O-]P([O-])([O-])=O.[Na+].[Na+].[Na+].[CH3:36][NH:37][C:38](=[O:41])[CH2:39]Cl. The catalyst is CN1C(=O)CCC1. The product is [CH:23]([N:19]1[C:18]([C:12]2[N:11]=[C:10]3[C:9]4[CH:26]=[CH:27][C:6]([CH:4]5[CH2:3][N:2]([CH2:39][C:38]([NH:37][CH3:36])=[O:41])[CH2:5]5)=[CH:7][C:8]=4[O:17][CH2:16][CH2:15][N:14]3[CH:13]=2)=[N:22][CH:21]=[N:20]1)([CH3:24])[CH3:25]. The yield is 0.290.